Predict the reactants needed to synthesize the given product. From a dataset of Full USPTO retrosynthesis dataset with 1.9M reactions from patents (1976-2016). Given the product [C:26]([C:11]1[C:12]2[NH:13][C:14]3[C:19]([C:20]=2[C:8]([C:4]2[C:3]([CH3:29])=[C:2]([NH:1][CH2:40][C:34]4[CH:33]=[CH:32][C:31]([F:30])=[CH:39][C:35]=4[C:36]([OH:38])=[O:37])[CH:7]=[CH:6][CH:5]=2)=[CH:9][N:10]=1)=[CH:18][CH:17]=[C:16]([O:21][CH2:22][CH2:23][O:24][CH3:25])[CH:15]=3)(=[O:27])[NH2:28], predict the reactants needed to synthesize it. The reactants are: [NH2:1][C:2]1[C:3]([CH3:29])=[C:4]([C:8]2[C:20]3[C:19]4[C:14](=[CH:15][C:16]([O:21][CH2:22][CH2:23][O:24][CH3:25])=[CH:17][CH:18]=4)[NH:13][C:12]=3[C:11]([C:26]([NH2:28])=[O:27])=[N:10][CH:9]=2)[CH:5]=[CH:6][CH:7]=1.[F:30][C:31]1[CH:32]=[CH:33][C:34]([CH:40]=O)=[C:35]([CH:39]=1)[C:36]([OH:38])=[O:37].C(O[BH-](OC(=O)C)OC(=O)C)(=O)C.[Na+].C(O)(=O)C.